This data is from Peptide-MHC class I binding affinity with 185,985 pairs from IEDB/IMGT. The task is: Regression. Given a peptide amino acid sequence and an MHC pseudo amino acid sequence, predict their binding affinity value. This is MHC class I binding data. (1) The peptide sequence is ATHKAPQPA. The MHC is HLA-B27:05 with pseudo-sequence HLA-B27:05. The binding affinity (normalized) is 0.0847. (2) The peptide sequence is ARLSSPIVL. The MHC is HLA-C07:02 with pseudo-sequence HLA-C07:02. The binding affinity (normalized) is 0.600.